This data is from Reaction yield outcomes from USPTO patents with 853,638 reactions. The task is: Predict the reaction yield, written as a fraction of the theoretical maximum amount of product (1.0 means a 100% yield; for example, 0.34 means a 34% yield). (1) The reactants are [Br:1][C:2]1[C:7]([CH3:8])=[CH:6][C:5]([OH:9])=[CH:4][C:3]=1[CH3:10].[S:11]1[CH2:16][CH2:15][CH:14](O)[CH2:13][CH2:12]1.C1(P(C2C=CC=CC=2)C2C=CC=CC=2)C=CC=CC=1.N(C(OCC)=O)=NC(OCC)=O. The catalyst is O1CCCC1. The product is [Br:1][C:2]1[C:7]([CH3:8])=[CH:6][C:5]([O:9][CH:14]2[CH2:15][CH2:16][S:11][CH2:12][CH2:13]2)=[CH:4][C:3]=1[CH3:10]. The yield is 0.860. (2) The reactants are [CH2:1]([C:3]([C:21]1[CH:26]=[CH:25][C:24]([OH:27])=[C:23]([CH3:28])[CH:22]=1)([C:6]1[CH:11]=[CH:10][C:9]([C:12]#[C:13][C:14]([CH2:18][CH3:19])([OH:17])[CH2:15][CH3:16])=[C:8]([CH3:20])[CH:7]=1)[CH2:4][CH3:5])[CH3:2].[OH-].[Na+].[CH3:31][C:32]1([CH3:49])[O:36][C@H:35]([CH2:37]OS(C2C=CC(C)=CC=2)(=O)=O)[CH2:34][O:33]1.[NH4+].[Cl-]. The catalyst is CN(C=O)C. The product is [CH3:31][C:32]1([CH3:49])[O:36][C@H:35]([CH2:37][O:27][C:24]2[CH:25]=[CH:26][C:21]([C:3]([C:6]3[CH:11]=[CH:10][C:9]([C:12]#[C:13][C:14]([CH2:15][CH3:16])([OH:17])[CH2:18][CH3:19])=[C:8]([CH3:20])[CH:7]=3)([CH2:4][CH3:5])[CH2:1][CH3:2])=[CH:22][C:23]=2[CH3:28])[CH2:34][O:33]1. The yield is 0.560. (3) The reactants are Br[C:2]1[C:10]2[C:5](=[CH:6][N:7]=[CH:8][CH:9]=2)[S:4][C:3]=1[CH3:11].[B:12]1([B:12]2[O:16][C:15]([CH3:18])([CH3:17])[C:14]([CH3:20])([CH3:19])[O:13]2)[O:16][C:15]([CH3:18])([CH3:17])[C:14]([CH3:20])([CH3:19])[O:13]1.C([O-])(=O)C.[K+]. The catalyst is O1CCOCC1.CCOC(C)=O. The product is [CH3:11][C:3]1[S:4][C:5]2=[CH:6][N:7]=[CH:8][CH:9]=[C:10]2[C:2]=1[B:12]1[O:16][C:15]([CH3:18])([CH3:17])[C:14]([CH3:20])([CH3:19])[O:13]1. The yield is 0.410. (4) The reactants are C[Zn]C.I[C:5]1[C:13]2[C:8](=[CH:9][CH:10]=[CH:11][C:12]=2[N+:14]([O-:16])=[O:15])[NH:7][N:6]=1.[CH3:17]O.Cl. The catalyst is O1CCOCC1.C(Cl)Cl. The product is [CH3:17][C:5]1[C:13]2[C:8](=[CH:9][CH:10]=[CH:11][C:12]=2[N+:14]([O-:16])=[O:15])[NH:7][N:6]=1. The yield is 0.270. (5) The reactants are [C:1]([C:4]1[CH:5]=[CH:6][C:7]([C:13]([CH:15]2[CH2:18][N:17]([C:19]([O:21][C:22]([CH3:25])([CH3:24])[CH3:23])=[O:20])[CH2:16]2)=[CH2:14])=[C:8]2[C:12]=1[NH:11][CH:10]=[CH:9]2)(=[O:3])[NH2:2].C(C1C=CC(C(=C2CN(C(OC(C)(C)C)=O)C2)C)=C2C=1NC=C2)(=O)N.[H][H]. The catalyst is CCOC(C)=O.CO.[Pd]. The product is [C:1]([C:4]1[CH:5]=[CH:6][C:7]([CH:13]([CH:15]2[CH2:18][N:17]([C:19]([O:21][C:22]([CH3:23])([CH3:25])[CH3:24])=[O:20])[CH2:16]2)[CH3:14])=[C:8]2[C:12]=1[NH:11][CH:10]=[CH:9]2)(=[O:3])[NH2:2]. The yield is 0.810. (6) The yield is 0.880. The product is [OH:1][C:2]1[CH:3]=[C:4]([CH:8]([C:10]2[CH:15]=[CH:14][CH:13]=[C:12]([OH:16])[CH:11]=2)[N:17]2[CH:21]=[N:20][CH:19]=[N:18]2)[CH:5]=[CH:6][CH:7]=1. The catalyst is C1(C)C=CC=CC=1. The reactants are [OH:1][C:2]1[CH:3]=[C:4]([CH:8]([C:10]2[CH:15]=[CH:14][CH:13]=[C:12]([OH:16])[CH:11]=2)O)[CH:5]=[CH:6][CH:7]=1.[NH:17]1[CH:21]=[N:20][CH:19]=[N:18]1.CC1C=CC(S(O)(=O)=O)=CC=1. (7) The reactants are [F:1][C:2]1[CH:8]=[CH:7][C:5]([NH2:6])=[CH:4][C:3]=1[N+:9]([O-:11])=[O:10].[F:12][C:13]1[CH:21]=[C:20]([F:22])[CH:19]=[CH:18][C:14]=1[C:15](Cl)=[O:16]. The catalyst is O1CCOCC1. The product is [F:12][C:13]1[CH:21]=[C:20]([F:22])[CH:19]=[CH:18][C:14]=1[C:15]([NH:6][C:5]1[CH:7]=[CH:8][C:2]([F:1])=[C:3]([N+:9]([O-:11])=[O:10])[CH:4]=1)=[O:16]. The yield is 0.840. (8) The reactants are [CH2:1]([NH:13][C:14]([C:16]1[CH:44]=[CH:43][C:19]([CH2:20][N:21]([CH2:29][CH:30]2[CH2:35][CH2:34][N:33](C(OC(C)(C)C)=O)[CH2:32][CH2:31]2)[C:22](=[O:28])[C:23]([O:25][CH2:26][CH3:27])=[O:24])=[CH:18][CH:17]=1)=[O:15])[CH2:2][CH2:3][CH2:4][CH2:5][CH2:6][CH2:7][CH2:8][CH2:9][CH2:10][CH2:11][CH3:12].[ClH:45]. The catalyst is C(Cl)Cl.O1CCOCC1. The product is [ClH:45].[CH2:26]([O:25][C:23](=[O:24])[C:22]([N:21]([CH2:20][C:19]1[CH:18]=[CH:17][C:16]([C:14]([NH:13][CH2:1][CH2:2][CH2:3][CH2:4][CH2:5][CH2:6][CH2:7][CH2:8][CH2:9][CH2:10][CH2:11][CH3:12])=[O:15])=[CH:44][CH:43]=1)[CH2:29][CH:30]1[CH2:31][CH2:32][NH:33][CH2:34][CH2:35]1)=[O:28])[CH3:27]. The yield is 0.730.